This data is from Serine/threonine kinase 33 screen with 319,792 compounds. The task is: Binary Classification. Given a drug SMILES string, predict its activity (active/inactive) in a high-throughput screening assay against a specified biological target. The compound is S(c1n(CC)c(nn1)c1ccncc1)CC(=O)Nc1sccn1. The result is 0 (inactive).